The task is: Predict the reactants needed to synthesize the given product.. This data is from Full USPTO retrosynthesis dataset with 1.9M reactions from patents (1976-2016). (1) Given the product [Cl:1][C:2]1[N:7]=[C:6]([NH:12][C@H:13]([C:17]2[CH:22]=[CH:21][CH:20]=[CH:19][CH:18]=2)[C:14]([NH2:16])=[O:15])[CH:5]=[N:4][C:3]=1[C:9]#[N:10], predict the reactants needed to synthesize it. The reactants are: [Cl:1][C:2]1[C:3]([C:9]#[N:10])=[N:4][CH:5]=[C:6](Cl)[N:7]=1.Cl.[NH2:12][C@H:13]([C:17]1[CH:22]=[CH:21][CH:20]=[CH:19][CH:18]=1)[C:14]([NH2:16])=[O:15].CCN(C(C)C)C(C)C.O. (2) Given the product [N+:55]([C:48]1[CH:47]=[CH:46][C:12]([NH:11][C@H:8]2[CH2:9][CH2:10][C@H:5]([CH2:4][CH2:3][C:2]([N:15]3[CH2:20][CH2:19][N:18]([C:21]4[CH:26]=[CH:25][C:24]([C:27]([F:30])([F:29])[F:28])=[CH:23][CH:22]=4)[CH2:17][CH2:16]3)=[O:1])[CH2:6][CH2:7]2)=[CH:50][C:49]=1[C:51]([F:52])([F:53])[F:54])([O-:57])=[O:56], predict the reactants needed to synthesize it. The reactants are: [O:1]=[C:2]([N:15]1[CH2:20][CH2:19][N:18]([C:21]2[CH:26]=[CH:25][C:24]([C:27]([F:30])([F:29])[F:28])=[CH:23][CH:22]=2)[CH2:17][CH2:16]1)[CH2:3][CH2:4][C@H:5]1[CH2:10][CH2:9][C@H:8]([NH:11][C:12](=O)O)[CH2:7][CH2:6]1.FC(F)(F)C(O)=O.C(=O)([O-])[O-].[K+].[K+].FC1[CH:46]=[CH:47][C:48]([N+:55]([O-:57])=[O:56])=[C:49]([C:51]([F:54])([F:53])[F:52])[CH:50]=1. (3) Given the product [ClH:77].[ClH:77].[NH2:4][C:5]1[N:10]=[CH:9][N:8]=[C:7]2[N:11]([CH:22]([C:24]3[O:2][C:1](=[O:3])[C:27]4[C:32]([C:33]=3[C:34]3[CH2:35][N:36]([CH:45]5[CH2:46][CH2:47][N:42]([CH3:41])[CH2:43][CH2:44]5)[CH2:37][CH2:38][CH:39]=3)=[CH:31][CH:30]=[CH:29][CH:28]=4)[CH3:23])[N:12]=[C:13]([C:14]3[CH:19]=[C:18]([OH:20])[CH:17]=[C:16]([F:21])[CH:15]=3)[C:6]=12, predict the reactants needed to synthesize it. The reactants are: [CH:1]([OH:3])=[O:2].[NH2:4][C:5]1[N:10]=[CH:9][N:8]=[C:7]2[N:11]([CH:22]([C:24]3OC(=O)[C:27]4[C:32]([C:33]=3[C:34]3[CH2:35][NH:36][CH2:37][CH2:38][CH:39]=3)=[CH:31][CH:30]=[CH:29][CH:28]=4)[CH3:23])[N:12]=[C:13]([C:14]3[CH:19]=[C:18]([OH:20])[CH:17]=[C:16]([F:21])[CH:15]=3)[C:6]=12.[CH3:41][N:42]1[CH2:47][CH2:46][C:45](=O)[CH2:44][CH2:43]1.CCN(C(C)C)C(C)C.CC(O)=O.C(O[BH-](OC(=O)C)OC(=O)C)(=O)C.[Na+].C(Cl)[Cl:77]. (4) Given the product [Br:1][CH2:2][CH2:3][CH2:4][CH2:5][C:6]([CH3:16])([CH3:9])[CH2:7][OH:8], predict the reactants needed to synthesize it. The reactants are: [Br:1][CH2:2][CH2:3][CH2:4][CH2:5][C:6]([CH3:16])([C:9]1C=CC(C)=CC=1)[CH2:7][OH:8].BrCCCCC(C)(C)C(OCC)=O.[Li+].[BH4-].CO. (5) Given the product [CH3:16][N:10]1[CH2:9][CH2:8][CH:7]([C:1]2[CH:6]=[CH:5][CH:4]=[CH:3][CH:2]=2)[CH2:12][CH2:11]1, predict the reactants needed to synthesize it. The reactants are: [C:1]1([CH:7]2[CH2:12][CH2:11][NH:10][CH2:9][CH2:8]2)[CH:6]=[CH:5][CH:4]=[CH:3][CH:2]=1.C=O.[BH3-][C:16]#N.[Na+].CC(O)=O. (6) Given the product [N:12]12[CH2:3][CH2:4][CH:5]([CH2:6][CH2:1]1)[CH:15]([NH:17][C:35]([NH:34][CH:32]([C:22]1[C:31]3[C:26](=[CH:27][CH:28]=[CH:29][CH:30]=3)[CH:25]=[CH:24][CH:23]=1)[CH3:33])=[O:36])[CH2:16]2, predict the reactants needed to synthesize it. The reactants are: [C:1]1([NH2:12])[C:6](F)=[C:5](F)[C:4](F)=[C:3](N)C=1F.Cl.Cl.[CH2:15]([N:17](CC)CC)[CH3:16].[C:22]1([CH:32]([N:34]=[C:35]=[O:36])[CH3:33])[C:31]2[C:26](=[CH:27][CH:28]=[CH:29][CH:30]=2)[CH:25]=[CH:24][CH:23]=1.